This data is from Catalyst prediction with 721,799 reactions and 888 catalyst types from USPTO. The task is: Predict which catalyst facilitates the given reaction. Reactant: C([O:4][CH2:5][CH2:6][S:7][C:8]1[CH:9]=[N:10][C:11]([NH:22][C:23]2[S:27][N:26]=[C:25]([C:28]3([CH3:37])[CH2:33][CH2:32][N:31]([C:34](=[O:36])[CH3:35])[CH2:30][CH2:29]3)[N:24]=2)=[C:12]([O:14][C:15]2[C:16]([CH3:21])=[N:17][CH:18]=[CH:19][CH:20]=2)[CH:13]=1)(=O)C.C(=O)([O-])[O-].[K+].[K+]. Product: [OH:4][CH2:5][CH2:6][S:7][C:8]1[CH:13]=[C:12]([O:14][C:15]2[C:16]([CH3:21])=[N:17][CH:18]=[CH:19][CH:20]=2)[C:11]([NH:22][C:23]2[S:27][N:26]=[C:25]([C:28]3([CH3:37])[CH2:29][CH2:30][N:31]([C:34](=[O:36])[CH3:35])[CH2:32][CH2:33]3)[N:24]=2)=[N:10][CH:9]=1. The catalyst class is: 8.